From a dataset of Full USPTO retrosynthesis dataset with 1.9M reactions from patents (1976-2016). Predict the reactants needed to synthesize the given product. (1) Given the product [F:15][C:16]1[CH:23]=[CH:22][CH:21]=[CH:20][C:17]=1[C:18](=[NH:3])[NH2:19], predict the reactants needed to synthesize it. The reactants are: C[Si](C)(C)[NH:3][Si](C)(C)C.C([Li])CCC.[F:15][C:16]1[CH:23]=[CH:22][CH:21]=[CH:20][C:17]=1[C:18]#[N:19].Cl. (2) Given the product [CH2:14]1[C:22]2[C:17](=[CH:18][CH:19]=[CH:20][CH:21]=2)[CH2:16][CH:15]1[NH:23][C:24]1[N:25]=[CH:26][C:27]2[CH2:33][N:32]([C:34]([O:36][CH2:37][CH2:38][CH2:39][C:40]3[N:42]=[N:43][NH:44][CH:41]=3)=[O:35])[CH2:31][CH2:30][C:28]=2[N:29]=1, predict the reactants needed to synthesize it. The reactants are: [Na].O=C1O[C@H]([C@H](CO)O)C(O)=C1O.[CH2:14]1[C:22]2[C:17](=[CH:18][CH:19]=[CH:20][CH:21]=2)[CH2:16][CH:15]1[NH:23][C:24]1[N:25]=[CH:26][C:27]2[CH2:33][N:32]([C:34]([O:36][CH2:37][CH2:38][CH2:39][C:40]#[CH:41])=[O:35])[CH2:31][CH2:30][C:28]=2[N:29]=1.[N:42]([Si](C)(C)C)=[N+:43]=[N-:44]. (3) The reactants are: [CH3:1][C:2]1([CH3:25])[CH2:5][CH:4]([CH2:6][C:7]2[N:8]=[C:9]([C:12]3[O:16][C:15]([CH2:17][C:18]([CH3:24])([CH3:23])[C:19]([O:21]C)=[O:20])=[N:14][N:13]=3)[S:10][CH:11]=2)[CH2:3]1.Br[C:27]1[CH:32]=[CH:31][C:30]([S:33]([NH:36][C@@H:37]([CH3:42])[C:38]([F:41])([F:40])[F:39])(=[O:35])=[O:34])=[C:29]([Cl:43])[C:28]=1[Cl:44]. Given the product [Cl:44][C:28]1[C:29]([Cl:43])=[C:30]([S:33](=[O:34])(=[O:35])[NH:36][C@@H:37]([CH3:42])[C:38]([F:39])([F:40])[F:41])[CH:31]=[CH:32][C:27]=1[C:11]1[S:10][C:9]([C:12]2[O:16][C:15]([CH2:17][C:18]([CH3:23])([CH3:24])[C:19]([OH:21])=[O:20])=[N:14][N:13]=2)=[N:8][C:7]=1[CH2:6][CH:4]1[CH2:3][C:2]([CH3:25])([CH3:1])[CH2:5]1, predict the reactants needed to synthesize it. (4) Given the product [CH2:19]1[O:28][C:27]2[CH:26]=[CH:25][C:23]([NH:24][C:2]3[C:3]4[N:11]=[C:10]([C:12]5[CH:17]=[CH:16][C:15]([F:18])=[CH:14][CH:13]=5)[CH:9]=[CH:8][C:4]=4[N:5]=[CH:6][N:7]=3)=[CH:22][C:21]=2[O:20]1, predict the reactants needed to synthesize it. The reactants are: Cl[C:2]1[C:3]2[N:11]=[C:10]([C:12]3[CH:17]=[CH:16][C:15]([F:18])=[CH:14][CH:13]=3)[CH:9]=[CH:8][C:4]=2[N:5]=[CH:6][N:7]=1.[CH2:19]1[O:28][C:27]2[CH:26]=[CH:25][C:23]([NH2:24])=[CH:22][C:21]=2[O:20]1.O1CCN(C2C3N=C(C4C=CC(F)=CC=4)C=CC=3N=CN=2)CC1. (5) Given the product [CH3:15][N:16]([CH:30]1[CH2:35][CH2:34][N:33]([S:44]([CH3:43])(=[O:46])=[O:45])[CH2:32][CH2:31]1)[C:17]([N:19]1[CH:23]=[C:22]([C:24]2[CH:25]=[N:26][CH:27]=[CH:28][CH:29]=2)[N:21]=[CH:20]1)=[O:18], predict the reactants needed to synthesize it. The reactants are: FC(F)(F)C(O)=O.FC(F)(F)C(O)=O.[CH3:15][N:16]([CH:30]1[CH2:35][CH2:34][NH:33][CH2:32][CH2:31]1)[C:17]([N:19]1[CH:23]=[C:22]([C:24]2[CH:25]=[N:26][CH:27]=[CH:28][CH:29]=2)[N:21]=[CH:20]1)=[O:18].C(N(CC)CC)C.[CH3:43][S:44](Cl)(=[O:46])=[O:45]. (6) Given the product [Cl:1][C:2]1[CH:3]=[C:4]([NH:16][C:17]2[C:29]3[C:28]4[CH2:27][CH2:26][N:25]([C:40](=[O:41])[C:39]#[C:38][CH2:37][CH2:36][N:30]5[CH2:35][CH2:34][CH2:33][CH2:32][CH2:31]5)[CH2:24][C:23]=4[S:22][C:21]=3[N:20]=[CH:19][N:18]=2)[CH:5]=[CH:6][C:7]=1[O:8][CH2:9][C:10]1[CH:15]=[CH:14][CH:13]=[CH:12][N:11]=1, predict the reactants needed to synthesize it. The reactants are: [Cl:1][C:2]1[CH:3]=[C:4]([NH:16][C:17]2[C:29]3[C:28]4[CH2:27][CH2:26][NH:25][CH2:24][C:23]=4[S:22][C:21]=3[N:20]=[CH:19][N:18]=2)[CH:5]=[CH:6][C:7]=1[O:8][CH2:9][C:10]1[CH:15]=[CH:14][CH:13]=[CH:12][N:11]=1.[N:30]1([CH2:36][CH2:37][C:38]#[C:39][C:40](O)=[O:41])[CH2:35][CH2:34][CH2:33][CH2:32][CH2:31]1.F[B-](F)(F)F.N1(OC(N(C)C)=[N+](C)C)C2C=CC=CC=2N=N1.C(N(C(C)C)CC)(C)C. (7) Given the product [Cl:1][C:2]1[C:3]([F:9])=[CH:4][C:5]([O:8][CH2:21][C:22]2[CH:27]=[CH:26][CH:25]=[CH:24][CH:23]=2)=[CH:6][N:7]=1, predict the reactants needed to synthesize it. The reactants are: [Cl:1][C:2]1[N:7]=[CH:6][C:5]([OH:8])=[CH:4][C:3]=1[F:9].CN(C)C=O.C(=O)([O-])[O-].[K+].[K+].[CH2:21](Br)[C:22]1[CH:27]=[CH:26][CH:25]=[CH:24][CH:23]=1.